Task: Regression. Given two drug SMILES strings and cell line genomic features, predict the synergy score measuring deviation from expected non-interaction effect.. Dataset: NCI-60 drug combinations with 297,098 pairs across 59 cell lines (1) Drug 1: CC1=C(C(=CC=C1)Cl)NC(=O)C2=CN=C(S2)NC3=CC(=NC(=N3)C)N4CCN(CC4)CCO. Drug 2: C1=CN(C=N1)CC(O)(P(=O)(O)O)P(=O)(O)O. Cell line: OVCAR-5. Synergy scores: CSS=21.5, Synergy_ZIP=-5.07, Synergy_Bliss=-1.43, Synergy_Loewe=-33.4, Synergy_HSA=-0.00244. (2) Drug 1: CN1CCC(CC1)COC2=C(C=C3C(=C2)N=CN=C3NC4=C(C=C(C=C4)Br)F)OC. Drug 2: CCC1(CC2CC(C3=C(CCN(C2)C1)C4=CC=CC=C4N3)(C5=C(C=C6C(=C5)C78CCN9C7C(C=CC9)(C(C(C8N6C)(C(=O)OC)O)OC(=O)C)CC)OC)C(=O)OC)O.OS(=O)(=O)O. Cell line: MDA-MB-231. Synergy scores: CSS=29.8, Synergy_ZIP=-4.39, Synergy_Bliss=0.0113, Synergy_Loewe=-10.6, Synergy_HSA=0.185. (3) Drug 1: C1CCC(C1)C(CC#N)N2C=C(C=N2)C3=C4C=CNC4=NC=N3. Drug 2: CC1=C(N=C(N=C1N)C(CC(=O)N)NCC(C(=O)N)N)C(=O)NC(C(C2=CN=CN2)OC3C(C(C(C(O3)CO)O)O)OC4C(C(C(C(O4)CO)O)OC(=O)N)O)C(=O)NC(C)C(C(C)C(=O)NC(C(C)O)C(=O)NCCC5=NC(=CS5)C6=NC(=CS6)C(=O)NCCC[S+](C)C)O. Cell line: UACC-257. Synergy scores: CSS=-6.39, Synergy_ZIP=0.571, Synergy_Bliss=-5.99, Synergy_Loewe=-9.95, Synergy_HSA=-8.79. (4) Drug 1: C1CCC(C1)C(CC#N)N2C=C(C=N2)C3=C4C=CNC4=NC=N3. Drug 2: C1CNP(=O)(OC1)N(CCCl)CCCl. Cell line: HCC-2998. Synergy scores: CSS=-7.63, Synergy_ZIP=2.30, Synergy_Bliss=-8.58, Synergy_Loewe=-13.0, Synergy_HSA=-13.2. (5) Drug 1: COC1=NC(=NC2=C1N=CN2C3C(C(C(O3)CO)O)O)N. Drug 2: CN(C(=O)NC(C=O)C(C(C(CO)O)O)O)N=O. Cell line: NCI-H322M. Synergy scores: CSS=-1.39, Synergy_ZIP=2.94, Synergy_Bliss=4.94, Synergy_Loewe=3.50, Synergy_HSA=-0.132. (6) Drug 1: CS(=O)(=O)C1=CC(=C(C=C1)C(=O)NC2=CC(=C(C=C2)Cl)C3=CC=CC=N3)Cl. Drug 2: CCC1=C2CN3C(=CC4=C(C3=O)COC(=O)C4(CC)O)C2=NC5=C1C=C(C=C5)O. Cell line: TK-10. Synergy scores: CSS=14.7, Synergy_ZIP=-6.63, Synergy_Bliss=1.84, Synergy_Loewe=-8.54, Synergy_HSA=1.66.